Dataset: Full USPTO retrosynthesis dataset with 1.9M reactions from patents (1976-2016). Task: Predict the reactants needed to synthesize the given product. (1) Given the product [C:3]([C:5]1[CH:10]=[CH:9][CH:8]=[CH:7][C:6]=1[C:11]1[C:12](=[O:32])[N:13]([C:23]2[CH:28]=[CH:27][CH:26]=[C:25]([NH2:29])[CH:24]=2)[CH:14]=[C:15]([C:17]2[CH:22]=[CH:21][CH:20]=[CH:19][N:18]=2)[CH:16]=1)#[N:4], predict the reactants needed to synthesize it. The reactants are: [Cl-].[NH4+].[C:3]([C:5]1[CH:10]=[CH:9][CH:8]=[CH:7][C:6]=1[C:11]1[C:12](=[O:32])[N:13]([C:23]2[CH:28]=[CH:27][CH:26]=[C:25]([N+:29]([O-])=O)[CH:24]=2)[CH:14]=[C:15]([C:17]2[CH:22]=[CH:21][CH:20]=[CH:19][N:18]=2)[CH:16]=1)#[N:4]. (2) Given the product [CH2:12]([N:9]1[C:10]2[C:5](=[CH:4][C:3]([CH3:17])=[C:2]([C:21]3[CH:22]=[CH:23][CH:24]=[CH:25][C:20]=3[O:19][CH3:18])[CH:11]=2)[C:6]([CH3:16])([CH3:15])[CH2:7][C:8]1=[O:14])[CH3:13], predict the reactants needed to synthesize it. The reactants are: Br[C:2]1[CH:11]=[C:10]2[C:5]([C:6]([CH3:16])([CH3:15])[CH2:7][C:8](=[O:14])[N:9]2[CH2:12][CH3:13])=[CH:4][C:3]=1[CH3:17].[CH3:18][O:19][C:20]1[CH:25]=[CH:24][CH:23]=[CH:22][C:21]=1B(O)O. (3) Given the product [CH:1]1([N:5]2[CH2:11][CH2:10][CH2:9][N:8]([C:12]([N:14]3[CH2:15][CH:16]([O:18][C:20]4[CH:21]=[CH:22][C:23]([C:26]([NH:28][CH2:29][CH:30]5[CH2:32][CH2:31]5)=[O:27])=[N:24][CH:25]=4)[CH2:17]3)=[O:13])[CH2:7][CH2:6]2)[CH2:4][CH2:3][CH2:2]1, predict the reactants needed to synthesize it. The reactants are: [CH:1]1([N:5]2[CH2:11][CH2:10][CH2:9][N:8]([C:12]([N:14]3[CH2:17][CH:16]([OH:18])[CH2:15]3)=[O:13])[CH2:7][CH2:6]2)[CH2:4][CH2:3][CH2:2]1.Cl[C:20]1[CH:21]=[CH:22][C:23]([C:26]([NH:28][CH2:29][CH:30]2[CH2:32][CH2:31]2)=[O:27])=[N:24][CH:25]=1. (4) The reactants are: [Cl:1][C:2]1[CH:7]=[CH:6][C:5]([C:8]2[C:12]([C:13]3[CH:18]=[CH:17][N:16]=[CH:15][N:14]=3)=[C:11]([CH:19]3[CH2:24][CH2:23][NH:22][CH2:21][CH2:20]3)[NH:10][N:9]=2)=[C:4]([F:25])[CH:3]=1.CCN(CC)CC.[C:33](O)(=[O:36])[CH2:34][OH:35].OC1C2N=NNC=2C=CC=1.C(N=C=NCCCN(C)C)C. Given the product [Cl:1][C:2]1[CH:7]=[CH:6][C:5]([C:8]2[C:12]([C:13]3[CH:18]=[CH:17][N:16]=[CH:15][N:14]=3)=[C:11]([CH:19]3[CH2:20][CH2:21][N:22]([C:34](=[O:35])[CH2:33][OH:36])[CH2:23][CH2:24]3)[NH:10][N:9]=2)=[C:4]([F:25])[CH:3]=1, predict the reactants needed to synthesize it.